Task: Predict which catalyst facilitates the given reaction.. Dataset: Catalyst prediction with 721,799 reactions and 888 catalyst types from USPTO (1) Reactant: [CH3:1][C:2]1[CH:14]=[N:13][C:12]2[NH:11][C:10]3[CH2:9][CH2:8][N:7]4[CH2:15][CH2:16][CH2:17][CH:6]4[C:5]=3[C:4]=2[CH:3]=1.[CH:18]([C:20]1[CH:25]=[CH:24][N:23]=[CH:22][CH:21]=1)=[CH2:19].[OH-].[Na+]. Product: [CH3:1][C:2]1[CH:14]=[N:13][C:12]2[N:11]([CH2:19][CH2:18][C:20]3[CH:25]=[CH:24][N:23]=[CH:22][CH:21]=3)[C:10]3[CH2:9][CH2:8][N:7]4[CH2:15][CH2:16][CH2:17][CH:6]4[C:5]=3[C:4]=2[CH:3]=1. The catalyst class is: 568. (2) Reactant: [F:1][C:2]1[CH:3]=[C:4]([C@H:10]2[CH2:14][CH2:13][CH2:12][N:11]2[C:15]2[CH:20]=[CH:19][N:18]3[N:21]=[CH:22][C:23]([C:24]([OH:26])=O)=[C:17]3[N:16]=2)[C:5]([O:8][CH3:9])=[N:6][CH:7]=1.C(N(CC)CC)C.ClC1C=C(Cl)C=C(Cl)C=1C(Cl)=O.[Si:46]([O:63][CH2:64][C:65]1[C:66]([NH2:71])=[N:67][CH:68]=[CH:69][CH:70]=1)([C:59]([CH3:62])([CH3:61])[CH3:60])([C:53]1[CH:58]=[CH:57][CH:56]=[CH:55][CH:54]=1)[C:47]1[CH:52]=[CH:51][CH:50]=[CH:49][CH:48]=1. Product: [Si:46]([O:63][CH2:64][C:65]1[C:66]([NH:71][C:24]([C:23]2[CH:22]=[N:21][N:18]3[CH:19]=[CH:20][C:15]([N:11]4[CH2:12][CH2:13][CH2:14][C@@H:10]4[C:4]4[C:5]([O:8][CH3:9])=[N:6][CH:7]=[C:2]([F:1])[CH:3]=4)=[N:16][C:17]=23)=[O:26])=[N:67][CH:68]=[CH:69][CH:70]=1)([C:59]([CH3:60])([CH3:61])[CH3:62])([C:53]1[CH:58]=[CH:57][CH:56]=[CH:55][CH:54]=1)[C:47]1[CH:52]=[CH:51][CH:50]=[CH:49][CH:48]=1. The catalyst class is: 3. (3) Reactant: [OH-].[K+].C([O:11][C:12]1[CH:13]=[CH:14][C:15]2[O:19][C:18]([C:20]3[CH:25]=[CH:24][C:23]([C:26]#[N:27])=[CH:22][CH:21]=3)=[N:17][C:16]=2[CH:28]=1)(=O)C1C=CC=CC=1.O.C(O)(=O)C. Product: [C:26]([C:23]1[CH:24]=[CH:25][C:20]([C:18]2[O:19][C:15]3[CH:14]=[CH:13][C:12]([OH:11])=[CH:28][C:16]=3[N:17]=2)=[CH:21][CH:22]=1)#[N:27]. The catalyst class is: 214. (4) The catalyst class is: 250. Reactant: CO[C:3]([C:5]1[C:6]([OH:36])=[C:7]2[C:12](=[C:13]([C:15]3[CH:16]=[N:17][CH:18]=[C:19]([F:21])[CH:20]=3)[N:14]=1)[N:11](CC1C=CC=CC=1)[C:10](=[O:29])[C:9]([C:30]1[CH:35]=[CH:34][CH:33]=[CH:32][CH:31]=1)=[CH:8]2)=[O:4].[NH2:37][CH2:38][CH2:39][C:40]([OH:42])=[O:41].C[O-].[Na+]. Product: [CH2:9]([N:14]1[C:13]([C:15]2[CH:16]=[N:17][CH:18]=[C:19]([F:21])[CH:20]=2)=[C:12]2[C:7](=[CH:8][CH:9]([C:30]3[CH:31]=[CH:32][CH:33]=[CH:34][CH:35]=3)[C:10](=[O:29])[NH:11]2)[C:6]([OH:36])=[C:5]1[C:3]([NH:37][CH2:38][CH2:39][C:40]([OH:42])=[O:41])=[O:4])[C:30]1[CH:35]=[CH:34][CH:33]=[CH:32][CH:31]=1. (5) Reactant: [CH3:1][C:2]1[C:3]([N:16]2[CH:20]=[C:19]([CH3:21])[N:18]=[N:17]2)=[N:4][C:5]2[N:6]([N:8]=[CH:9][C:10]=2[C:11]([O:13]CC)=O)[CH:7]=1.Cl.[NH2:23][C@@H:24]([C:29]1[CH:34]=[CH:33][C:32]([O:35][C:36]([F:39])([F:38])[F:37])=[CH:31][CH:30]=1)[C:25]([CH3:28])([OH:27])[CH3:26].C[Al](C)C.C1(C)C=CC=CC=1.C(=O)([O-])O.[Na+]. Product: [OH:27][C:25]([CH3:28])([CH3:26])[C@@H:24]([NH:23][C:11]([C:10]1[CH:9]=[N:8][N:6]2[CH:7]=[C:2]([CH3:1])[C:3]([N:16]3[CH:20]=[C:19]([CH3:21])[N:18]=[N:17]3)=[N:4][C:5]=12)=[O:13])[C:29]1[CH:30]=[CH:31][C:32]([O:35][C:36]([F:37])([F:38])[F:39])=[CH:33][CH:34]=1. The catalyst class is: 11. (6) Reactant: [C:1]([C:3]1[N:4]([C:15]([O:17][C:18]([CH3:21])([CH3:20])[CH3:19])=[O:16])[C:5]2[C:10]([CH:11]=1)=[CH:9][C:8]([CH3:12])=[C:7]([O:13][CH3:14])[CH:6]=2)#[N:2].[Br:22]N1C(=O)CCC1=O.CC(N=NC(C#N)(C)C)(C#N)C. Product: [Br:22][CH2:12][C:8]1[CH:9]=[C:10]2[C:5](=[CH:6][C:7]=1[O:13][CH3:14])[N:4]([C:15]([O:17][C:18]([CH3:21])([CH3:20])[CH3:19])=[O:16])[C:3]([C:1]#[N:2])=[CH:11]2. The catalyst class is: 53.